Dataset: NCI-60 drug combinations with 297,098 pairs across 59 cell lines. Task: Regression. Given two drug SMILES strings and cell line genomic features, predict the synergy score measuring deviation from expected non-interaction effect. Drug 1: CNC(=O)C1=CC=CC=C1SC2=CC3=C(C=C2)C(=NN3)C=CC4=CC=CC=N4. Drug 2: C1=CC=C(C(=C1)C(C2=CC=C(C=C2)Cl)C(Cl)Cl)Cl. Cell line: OVCAR-8. Synergy scores: CSS=-3.11, Synergy_ZIP=0.711, Synergy_Bliss=0.606, Synergy_Loewe=-0.311, Synergy_HSA=-0.657.